Dataset: NCI-60 drug combinations with 297,098 pairs across 59 cell lines. Task: Regression. Given two drug SMILES strings and cell line genomic features, predict the synergy score measuring deviation from expected non-interaction effect. Drug 1: CC1=C(C=C(C=C1)NC(=O)C2=CC=C(C=C2)CN3CCN(CC3)C)NC4=NC=CC(=N4)C5=CN=CC=C5. Drug 2: COC1=NC(=NC2=C1N=CN2C3C(C(C(O3)CO)O)O)N. Cell line: SN12C. Synergy scores: CSS=0.873, Synergy_ZIP=0.126, Synergy_Bliss=-2.20, Synergy_Loewe=-4.92, Synergy_HSA=-4.25.